From a dataset of Reaction yield outcomes from USPTO patents with 853,638 reactions. Predict the reaction yield, written as a fraction of the theoretical maximum amount of product (1.0 means a 100% yield; for example, 0.34 means a 34% yield). (1) The reactants are [OH:1][CH2:2][C@H:3]([NH:14][C:15]([C:17]1[C:22]2[O:23][CH2:24][CH2:25][CH2:26][CH2:27][C:21]=2[CH:20]=[C:19](Br)[CH:18]=1)=[O:16])[CH2:4][C:5]1[C:13]2[C:8](=[CH:9][CH:10]=[CH:11][CH:12]=2)[NH:7][CH:6]=1.[C:29]1(/[CH:35]=[CH:36]/B(O)O)[CH:34]=[CH:33][CH:32]=[CH:31][CH:30]=1.C(=O)([O-])[O-].[Na+].[Na+]. The catalyst is C(O)C.C1(C)C=CC=CC=1.C1C=CC([P]([Pd]([P](C2C=CC=CC=2)(C2C=CC=CC=2)C2C=CC=CC=2)([P](C2C=CC=CC=2)(C2C=CC=CC=2)C2C=CC=CC=2)[P](C2C=CC=CC=2)(C2C=CC=CC=2)C2C=CC=CC=2)(C2C=CC=CC=2)C2C=CC=CC=2)=CC=1. The product is [OH:1][CH2:2][C@H:3]([NH:14][C:15]([C:17]1[C:22]2[O:23][CH2:24][CH2:25][CH2:26][CH2:27][C:21]=2[CH:20]=[C:19](/[CH:36]=[CH:35]/[C:29]2[CH:34]=[CH:33][CH:32]=[CH:31][CH:30]=2)[CH:18]=1)=[O:16])[CH2:4][C:5]1[C:13]2[C:8](=[CH:9][CH:10]=[CH:11][CH:12]=2)[NH:7][CH:6]=1. The yield is 0.690. (2) The reactants are C[O:2][C:3](=[O:35])[CH2:4][C@H:5]1[CH2:10][CH2:9][C@H:8]([C:11]2[CH:34]=[CH:33][C:14]3[NH:15][C:16]([C:18]4[O:19][C:20]([NH:23][C:24]5[CH:29]=[C:28]([F:30])[C:27]([F:31])=[CH:26][C:25]=5[F:32])=[N:21][N:22]=4)=[N:17][C:13]=3[CH:12]=2)[CH2:7][CH2:6]1.O.[OH-].[Li+].O.CO. The catalyst is C1COCC1. The product is [F:32][C:25]1[CH:26]=[C:27]([F:31])[C:28]([F:30])=[CH:29][C:24]=1[NH:23][C:20]1[O:19][C:18]([C:16]2[NH:15][C:14]3[CH:33]=[CH:34][C:11]([C@H:8]4[CH2:7][CH2:6][C@H:5]([CH2:4][C:3]([OH:35])=[O:2])[CH2:10][CH2:9]4)=[CH:12][C:13]=3[N:17]=2)=[N:22][N:21]=1. The yield is 0.780. (3) The reactants are [Br:1][C:2]1[CH:3]=[C:4]([C:9]([CH:13]2[CH2:17][CH2:16][CH2:15][CH2:14]2)=[CH:10]OC)[C:5]([NH2:8])=[N:6][CH:7]=1.Cl(O)(=O)(=O)=O. The catalyst is O1CCOCC1. The product is [Br:1][C:2]1[CH:3]=[C:4]2[C:9]([CH:13]3[CH2:17][CH2:16][CH2:15][CH2:14]3)=[CH:10][NH:8][C:5]2=[N:6][CH:7]=1. The yield is 0.670. (4) The reactants are [CH2:1]1[C:10]2[C:5](=[CH:6][CH:7]=[CH:8][CH:9]=2)[CH2:4][CH2:3][N:2]1[C:11]1[N:12]=[C:13]([C:22](O)=[O:23])[CH:14]=[C:15]2[C:19]([CH3:20])=[C:18]([CH3:21])[NH:17][C:16]=12.O.O[N:27]1[C:31]2C=[CH:33][CH:34]=[CH:35][C:30]=2N=N1.Cl.CN(C)CCCN=C=NCC.C(N(C(C)C)CC)(C)C.N1CCCCC1. The catalyst is ClCCl. The product is [CH2:1]1[C:10]2[C:5](=[CH:6][CH:7]=[CH:8][CH:9]=2)[CH2:4][CH2:3][N:2]1[C:11]1[N:12]=[C:13]([C:22]([N:27]2[CH2:33][CH2:34][CH2:35][CH2:30][CH2:31]2)=[O:23])[CH:14]=[C:15]2[C:19]([CH3:20])=[C:18]([CH3:21])[NH:17][C:16]=12. The yield is 0.500. (5) The reactants are [O:1]=[S:2]1(=[O:18])[CH2:7][CH2:6][N:5]([C:8]2[CH:9]=[C:10]([CH:15]=[CH:16][CH:17]=2)[C:11]([NH:13][NH2:14])=[O:12])[CH2:4][CH2:3]1.[Cl:19][C:20]1[CH:21]=[CH:22][C:23]([OH:29])=[C:24]([C:26](=O)[CH3:27])[CH:25]=1. The catalyst is CO.C(O)(=O)C. The product is [Cl:19][C:20]1[CH:21]=[CH:22][C:23]([OH:29])=[C:24](/[C:26](=[N:14]/[NH:13][C:11](=[O:12])[C:10]2[CH:15]=[CH:16][CH:17]=[C:8]([N:5]3[CH2:6][CH2:7][S:2](=[O:1])(=[O:18])[CH2:3][CH2:4]3)[CH:9]=2)/[CH3:27])[CH:25]=1. The yield is 0.313. (6) The yield is 0.930. The reactants are [C:1]1([C:7]2[CH:12]=[CH:11][CH:10]=[CH:9][N:8]=2)[CH:6]=[CH:5][CH:4]=[CH:3][CH:2]=1.C(O[CH:17]=[CH:18][C:19]1[CH:24]=[CH:23][CH:22]=[CH:21][CH:20]=1)(=O)C.[C:25]1([CH3:31])[CH:30]=[CH:29][CH:28]=[CH:27][CH:26]=1.[CH2:32](N(CC)CC)C. No catalyst specified. The product is [CH:32]([C:6]1[CH:5]=[CH:4][CH:3]=[C:2]([CH:17]=[CH:18][C:19]2[CH:20]=[CH:21][CH:22]=[CH:23][CH:24]=2)[C:1]=1[C:7]1[CH:12]=[CH:11][CH:10]=[CH:9][N:8]=1)=[CH:31][C:25]1[CH:30]=[CH:29][CH:28]=[CH:27][CH:26]=1. (7) The reactants are C([NH:18][C@H:19]([C:30]([OH:32])=[O:31])[CH2:20][C:21]1[CH:26]=[CH:25][C:24]([C:27](=[O:29])[CH3:28])=[CH:23][CH:22]=1)(OCC1C2C(=CC=CC=2)C2C1=CC=CC=2)=O.N1CCCCC1. The catalyst is O. The product is [C:27]([C:24]1[CH:25]=[CH:26][C:21]([CH2:20][C@@H:19]([C:30]([OH:32])=[O:31])[NH2:18])=[CH:22][CH:23]=1)(=[O:29])[CH3:28]. The yield is 0.880.